From a dataset of Full USPTO retrosynthesis dataset with 1.9M reactions from patents (1976-2016). Predict the reactants needed to synthesize the given product. (1) Given the product [CH:14]1([C:12]2[N:13]=[C:8]([C:5]3[CH:4]=[C:3]([O:30][CH:31]([F:33])[F:32])[C:2]([NH2:1])=[N:7][CH:6]=3)[CH:9]=[C:10]([CH:17]3[CH2:22][CH2:21][NH:20][CH2:19][CH2:18]3)[N:11]=2)[CH2:15][CH2:16]1, predict the reactants needed to synthesize it. The reactants are: [NH2:1][C:2]1[N:7]=[CH:6][C:5]([C:8]2[N:13]=[C:12]([CH:14]3[CH2:16][CH2:15]3)[N:11]=[C:10]([CH:17]3[CH2:22][CH2:21][N:20](C(OC(C)(C)C)=O)[CH2:19][CH2:18]3)[CH:9]=2)=[CH:4][C:3]=1[O:30][CH:31]([F:33])[F:32].Cl. (2) Given the product [Cl:1][C:2]1[N:11]=[C:10]([CH3:12])[C:9]2[N:8]([CH2:24][C:25]3[CH:26]=[CH:27][C:28]([S:31]([CH3:34])(=[O:33])=[O:32])=[CH:29][CH:30]=3)[CH2:7][CH:6]3[CH2:13][O:14][CH2:15][CH2:16][N:5]3[C:4]=2[N:3]=1, predict the reactants needed to synthesize it. The reactants are: [Cl:1][C:2]1[N:11]=[C:10]([CH3:12])[C:9]2[NH:8][CH2:7][CH:6]3[CH2:13][O:14][CH2:15][CH2:16][N:5]3[C:4]=2[N:3]=1.CC(C)([O-])C.[Na+].Br[CH2:24][C:25]1[CH:30]=[CH:29][C:28]([S:31]([CH3:34])(=[O:33])=[O:32])=[CH:27][CH:26]=1.